From a dataset of Forward reaction prediction with 1.9M reactions from USPTO patents (1976-2016). Predict the product of the given reaction. (1) The product is: [CH2:24]([N:26]([CH3:27])[C:21]([C:11]1[CH:12]=[C:13]([C:14]2[CH:19]=[N:18][C:17]([CH3:20])=[CH:16][N:15]=2)[N:9]([C:6]2[CH:7]=[N:8][C:3]([O:2][CH3:1])=[CH:4][CH:5]=2)[N:10]=1)=[O:23])[CH3:25]. Given the reactants [CH3:1][O:2][C:3]1[N:8]=[CH:7][C:6]([N:9]2[C:13]([C:14]3[CH:19]=[N:18][C:17]([CH3:20])=[CH:16][N:15]=3)=[CH:12][C:11]([C:21]([OH:23])=O)=[N:10]2)=[CH:5][CH:4]=1.[CH2:24]([NH:26][CH3:27])[CH3:25], predict the reaction product. (2) Given the reactants [OH-].[Na+].[C:11](O[C:11]([O:13][C:14]([CH3:17])([CH3:16])[CH3:15])=[O:12])([O:13][C:14]([CH3:17])([CH3:16])[CH3:15])=[O:12].[CH2:18]([CH:20]1[NH:25][CH2:24][CH2:23][N:22]([C:26]2[CH:31]=[CH:30][C:29]([N+:32]([O-:34])=[O:33])=[CH:28][C:27]=2[F:35])[CH2:21]1)[CH3:19].O, predict the reaction product. The product is: [C:14]([O:13][C:11]([N:25]1[CH2:24][CH2:23][N:22]([C:26]2[CH:31]=[CH:30][C:29]([N+:32]([O-:34])=[O:33])=[CH:28][C:27]=2[F:35])[CH2:21][CH:20]1[CH2:18][CH3:19])=[O:12])([CH3:15])([CH3:16])[CH3:17]. (3) The product is: [Br:22][C:23]1[CH:24]=[C:25]([C:14]2[CH:15]=[CH:16][C:17]3[C:18]4[C:5](=[CH:4][CH:3]=[CH:2][CH:1]=4)[C:6]4[C:11](=[CH:10][CH:9]=[CH:8][CH:7]=4)[C:12]=3[CH:13]=2)[CH:26]=[CH:27][CH:28]=1. Given the reactants [CH:1]1[C:18]2[C:17]3[C:12](=[CH:13][CH:14]=[CH:15][CH:16]=3)[C:11]3[C:6](=[CH:7][CH:8]=[CH:9][CH:10]=3)[C:5]=2[CH:4]=[CH:3][C:2]=1B(O)O.[Br:22][C:23]1[CH:24]=[C:25](I)[CH:26]=[CH:27][CH:28]=1.COC.C(=O)([O-])[O-].[Na+].[Na+], predict the reaction product. (4) Given the reactants Cl.[Cl:2][C:3]1[CH:4]=[C:5]([CH2:10][C@@H:11]([O:33][C:34]([N:36]2[CH2:41][CH2:40][CH:39]([N:42]3[CH2:48][CH2:47][C:46]4[CH:49]=[CH:50][CH:51]=[CH:52][C:45]=4[NH:44][C:43]3=[O:53])[CH2:38][CH2:37]2)=[O:35])[C:12]([N:14]2[CH2:19][CH2:18][CH:17]([N:20]3[CH2:25][CH2:24][N:23](C(OC(C)(C)C)=O)[CH2:22][CH2:21]3)[CH2:16][CH2:15]2)=[O:13])[CH:6]=[CH:7][C:8]=1[CH3:9], predict the reaction product. The product is: [O:53]=[C:43]1[N:42]([CH:39]2[CH2:40][CH2:41][N:36]([C:34]([O:33][C@H:11]([CH2:10][C:5]3[CH:6]=[CH:7][C:8]([CH3:9])=[C:3]([Cl:2])[CH:4]=3)[C:12](=[O:13])[N:14]3[CH2:19][CH2:18][CH:17]([N:20]4[CH2:25][CH2:24][NH:23][CH2:22][CH2:21]4)[CH2:16][CH2:15]3)=[O:35])[CH2:37][CH2:38]2)[CH2:48][CH2:47][C:46]2[CH:49]=[CH:50][CH:51]=[CH:52][C:45]=2[NH:44]1. (5) Given the reactants C(OC([N:8]1[CH2:13][CH2:12][C:11]2[NH:14][N:15]=[C:16]([CH:17]3[CH2:21][CH2:20][O:19][CH2:18]3)[C:10]=2[CH2:9]1)=O)(C)(C)C.Cl.O1CCOCC1, predict the reaction product. The product is: [O:19]1[CH2:20][CH2:21][CH:17]([C:16]2[C:10]3[CH2:9][NH:8][CH2:13][CH2:12][C:11]=3[NH:14][N:15]=2)[CH2:18]1. (6) Given the reactants [CH2:1]1[CH2:11][C:9](=[O:10])[C:8]2[C:3](=[CH:4][CH:5]=[CH:6][CH:7]=2)[CH2:2]1.Br[C:13]1[CH:14]=[C:15](C=[CH:19][CH:20]=1)C=O.[OH-].[Na+], predict the reaction product. The product is: [C:2]1([CH:1]=[CH:11][C:9]([C:8]2[CH:7]=[CH:6][CH:5]=[CH:4][CH:3]=2)=[O:10])[CH:15]=[CH:14][CH:13]=[CH:20][CH:19]=1.